From a dataset of Acute oral toxicity (LD50) regression data from Zhu et al.. Regression/Classification. Given a drug SMILES string, predict its toxicity properties. Task type varies by dataset: regression for continuous values (e.g., LD50, hERG inhibition percentage) or binary classification for toxic/non-toxic outcomes (e.g., AMES mutagenicity, cardiotoxicity, hepatotoxicity). Dataset: ld50_zhu. The compound is CC(O)C(C)(C)CO. The rat oral LD50 is 1.04, given as -log10 of the dose in mol/kg body weight (higher means more acutely toxic).